Dataset: Reaction yield outcomes from USPTO patents with 853,638 reactions. Task: Predict the reaction yield, written as a fraction of the theoretical maximum amount of product (1.0 means a 100% yield; for example, 0.34 means a 34% yield). (1) The catalyst is O1CCCC1. The reactants are [Cl:1][C:2]1[CH:9]=[C:8]([C:10]([F:13])([F:12])[F:11])[CH:7]=[CH:6][C:3]=1[CH2:4]O.C1(P(C2C=CC=CC=2)C2C=CC=CC=2)C=CC=CC=1.C(Br)(Br)(Br)[Br:34]. The yield is 0.990. The product is [Cl:1][C:2]1[CH:9]=[C:8]([C:10]([F:13])([F:12])[F:11])[CH:7]=[CH:6][C:3]=1[CH2:4][Br:34]. (2) The yield is 0.900. No catalyst specified. The product is [CH2:14]([O:1][C:2]1[CH:3]=[CH:4][C:5](/[CH:8]=[C:9](\[CH3:13])/[C:10]([O:12][CH2:24][CH:21]=[CH2:23])=[O:11])=[CH:6][CH:7]=1)[CH:15]=[CH2:16]. The reactants are [OH:1][C:2]1[CH:7]=[CH:6][C:5](/[CH:8]=[C:9](\[CH3:13])/[C:10]([OH:12])=[O:11])=[CH:4][CH:3]=1.[CH2:14](I)[CH:15]=[CH2:16].CCO[C:21]([CH3:23])=O.[CH3:24]N(C=O)C. (3) The reactants are [O-]CC.[Na+].[C:5]([CH2:7][C:8]([NH2:10])=[O:9])#[N:6].[N:11]1([CH2:17][C:18]#[C:19][C:20](=O)[CH3:21])[CH2:16][CH2:15][O:14][CH2:13][CH2:12]1.Cl. The catalyst is CCO. The product is [CH3:21][C:20]1[NH:10][C:8](=[O:9])[C:7]([C:5]#[N:6])=[C:18]([CH2:17][N:11]2[CH2:16][CH2:15][O:14][CH2:13][CH2:12]2)[CH:19]=1. The yield is 0.323.